Dataset: Catalyst prediction with 721,799 reactions and 888 catalyst types from USPTO. Task: Predict which catalyst facilitates the given reaction. Reactant: [CH2:1]([C:8]1([C:23]([O-])=O)[C:12](=[O:13])[N:11]([C@@H:14]([C:16]2[CH:21]=[CH:20][CH:19]=[CH:18][CH:17]=2)[CH3:15])[C:10](=[O:22])[NH:9]1)[C:2]1[CH:7]=[CH:6][CH:5]=[CH:4][CH:3]=1.[Li+].[Cl:27][C:28]1[CH:29]=[C:30]([NH2:35])[C:31]([NH2:34])=[CH:32][CH:33]=1.C(N(CC)C(C)C)(C)C. Product: [CH2:1]([C@:8]1([C:23]2[NH:35][C:30]3[CH:29]=[C:28]([Cl:27])[CH:33]=[CH:32][C:31]=3[N:34]=2)[NH:9][C:10](=[O:22])[N:11]([C@@H:14]([C:16]2[CH:21]=[CH:20][CH:19]=[CH:18][CH:17]=2)[CH3:15])[C:12]1=[O:13])[C:2]1[CH:3]=[CH:4][CH:5]=[CH:6][CH:7]=1. The catalyst class is: 42.